Task: Predict the product of the given reaction.. Dataset: Forward reaction prediction with 1.9M reactions from USPTO patents (1976-2016) (1) Given the reactants [CH3:1][O:2][C:3]1[CH:11]=[CH:10][C:6]2[S:7][CH:8]=[CH:9][C:5]=2[CH:4]=1.[Br:12][C:13]1[CH:14]=[CH:15][C:16]([Cl:21])=[C:17]([CH:20]=1)[CH:18]=O, predict the reaction product. The product is: [Br:12][C:13]1[CH:14]=[CH:15][C:16]([Cl:21])=[C:17]([CH2:18][C:8]2[S:7][C:6]3[CH:10]=[CH:11][C:3]([O:2][CH3:1])=[CH:4][C:5]=3[CH:9]=2)[CH:20]=1. (2) Given the reactants Cl.Cl.[CH3:3][C:4]([CH3:10])([CH3:9])[CH:5]([NH2:8])[CH2:6][NH2:7].[CH2:11]([O:13][C:14](=[O:22])[C:15](=O)[C:16](OCC)=[O:17])[CH3:12].CCN(CC)CC, predict the reaction product. The product is: [C:4]([C:5]1[N:8]=[C:16]([OH:17])[C:15]([C:14]([O:13][CH2:11][CH3:12])=[O:22])=[N:7][CH:6]=1)([CH3:10])([CH3:9])[CH3:3]. (3) Given the reactants [C:1]1([OH:7])[CH:6]=[CH:5][CH:4]=[CH:3][CH:2]=1.C([O-])([O-])=O.[K+].[K+].Br[CH2:15][CH2:16][CH2:17][CH2:18][CH2:19][CH2:20][CH2:21][CH2:22][CH2:23][CH2:24][CH2:25][CH3:26], predict the reaction product. The product is: [CH2:26]([O:7][C:1]1[CH:6]=[CH:5][CH:4]=[CH:3][CH:2]=1)[CH2:25][CH2:24][CH2:23][CH2:22][CH2:21][CH2:20][CH2:19][CH2:18][CH2:17][CH2:16][CH3:15]. (4) Given the reactants [Br:1][C:2]1[CH:3]=[CH:4][C:5]([CH:24]=[O:25])=[C:6]2[C:10]=1[N:9]=[C:8]1[N:11]([C:15]3[CH:20]=[CH:19][C:18]([O:21][CH3:22])=[CH:17][C:16]=3[CH3:23])[CH2:12][CH2:13][CH2:14][N:7]21.C[Si](C)(C)[C:28]([F:31])([F:30])[F:29].[F-].C([N+](CCCC)(CCCC)CCCC)CCC.Cl, predict the reaction product. The product is: [Br:1][C:2]1[C:10]2[N:9]=[C:8]3[N:11]([C:15]4[CH:20]=[CH:19][C:18]([O:21][CH3:22])=[CH:17][C:16]=4[CH3:23])[CH2:12][CH2:13][CH2:14][N:7]3[C:6]=2[C:5]([CH:24]([OH:25])[C:28]([F:31])([F:30])[F:29])=[CH:4][CH:3]=1. (5) Given the reactants [CH3:1][C:2]1([CH3:14])[CH2:6][C:5](=[O:7])[C:4]([C:8]2[N:12]([CH3:13])[N:11]=[CH:10][CH:9]=2)=[CH:3]1, predict the reaction product. The product is: [CH3:1][C:2]1([CH3:14])[CH2:6][C:5](=[O:7])[CH:4]([C:8]2[N:12]([CH3:13])[N:11]=[CH:10][CH:9]=2)[CH2:3]1.